From a dataset of Forward reaction prediction with 1.9M reactions from USPTO patents (1976-2016). Predict the product of the given reaction. (1) Given the reactants [CH:1]([N:3](C=O)[CH2:4][C:5]([C:7]1[CH:12]=[CH:11][CH:10]=[C:9]([NH:13][C:14]2[CH:23]=[CH:22][C:21]3[C:16](=[CH:17][CH:18]=[CH:19][CH:20]=3)[N:15]=2)[CH:8]=1)=[O:6])=[O:2].ClCCl.CO, predict the reaction product. The product is: [CH:1]([NH:3][CH2:4][C:5]([C:7]1[CH:12]=[CH:11][CH:10]=[C:9]([NH:13][C:14]2[CH:23]=[CH:22][C:21]3[C:16](=[CH:17][CH:18]=[CH:19][CH:20]=3)[N:15]=2)[CH:8]=1)=[O:6])=[O:2]. (2) Given the reactants [C:1]([CH2:3][C:4]1[CH:12]=[CH:11][C:10]([CH3:13])=[CH:9][C:5]=1[C:6]([NH2:8])=[O:7])#[N:2].C(=O)([O-])[O-].[K+].[K+], predict the reaction product. The product is: [NH2:2][C:1]1[NH:8][C:6](=[O:7])[C:5]2[C:4]([CH:3]=1)=[CH:12][CH:11]=[C:10]([CH3:13])[CH:9]=2. (3) The product is: [NH2:15][C:14]1[NH:11][C:9](=[O:10])[C:3]2[N:4]=[C:5]([Cl:8])[CH:6]=[CH:7][C:2]=2[N:1]=1. Given the reactants [NH2:1][C:2]1[C:3]([C:9]([NH2:11])=[O:10])=[N:4][C:5]([Cl:8])=[CH:6][CH:7]=1.Cl.Cl[C:14](N)=[NH:15].CS(C)(=O)=O.S1(CCCC1)(=O)=O.N, predict the reaction product. (4) Given the reactants C(O[C:4]([C:6]1[C:7]([OH:29])=[C:8]2[C:22]([C:23]3[CH:28]=[CH:27][CH:26]=[CH:25][CH:24]=3)=[N:21][S:20][C:9]2=[C:10]([C:12]2[CH:17]=[CH:16][C:15]([O:18][CH3:19])=[CH:14][CH:13]=2)[N:11]=1)=[O:5])C.[NH2:30][CH2:31][C:32]([OH:34])=[O:33], predict the reaction product. The product is: [OH:29][C:7]1[C:6]([C:4]([NH:30][CH2:31][C:32]([OH:34])=[O:33])=[O:5])=[N:11][C:10]([C:12]2[CH:17]=[CH:16][C:15]([O:18][CH3:19])=[CH:14][CH:13]=2)=[C:9]2[S:20][N:21]=[C:22]([C:23]3[CH:24]=[CH:25][CH:26]=[CH:27][CH:28]=3)[C:8]=12. (5) Given the reactants CO[C:3]1[CH2:4][CH2:5][CH2:6][N:7]=1.[OH:8][C:9]([C:11]([F:14])([F:13])[F:12])=[O:10].OC(C(F)(F)F)=O.OC(C(F)(F)F)=O.OC(C(F)(F)F)=O.[CH2:36]([N:39]1[C:47]2[CH:46]=[CH:45][C:44]([C:48]([N:50]3[CH2:55][CH2:54][CH:53]([CH3:56])[CH2:52][CH2:51]3)=[O:49])=[CH:43][C:42]=2[C:41]2[CH2:57][NH:58][CH2:59][CH2:60][C:40]1=2)[CH2:37][CH3:38], predict the reaction product. The product is: [N:7]1[CH2:6][CH2:5][CH2:4][C:3]=1[N:58]1[CH2:59][CH2:60][C:40]2[N:39]([CH2:36][CH2:37][CH3:38])[C:47]3[CH:46]=[CH:45][C:44]([C:48]([N:50]4[CH2:55][CH2:54][CH:53]([CH3:56])[CH2:52][CH2:51]4)=[O:49])=[CH:43][C:42]=3[C:41]=2[CH2:57]1.[C:9]([OH:10])([C:11]([F:14])([F:13])[F:12])=[O:8]. (6) Given the reactants [Cl:1][C:2]1[CH:26]=[CH:25][C:5]([CH2:6][NH:7][C:8]([C:10]2[C:19](=[O:20])[C:18]3[C:13]4=[C:14]([O:22][CH2:23][CH2:24][N:12]4[CH:11]=2)[CH:15]=[C:16](I)[CH:17]=3)=[O:9])=[CH:4][CH:3]=1.[CH2:27]([OH:30])[C:28]#[CH:29].O, predict the reaction product. The product is: [Cl:1][C:2]1[CH:26]=[CH:25][C:5]([CH2:6][NH:7][C:8]([C:10]2[C:19](=[O:20])[C:18]3[C:13]4=[C:14]([O:22][CH2:23][CH2:24][N:12]4[CH:11]=2)[CH:15]=[C:16]([C:29]#[C:28][CH2:27][OH:30])[CH:17]=3)=[O:9])=[CH:4][CH:3]=1.